From a dataset of Full USPTO retrosynthesis dataset with 1.9M reactions from patents (1976-2016). Predict the reactants needed to synthesize the given product. (1) Given the product [CH2:17]([O:16][C:12]1[C:9]2[C:10]([CH3:11])=[C:6]([C:4]([OH:5])=[O:3])[O:7][C:8]=2[CH:15]=[CH:14][CH:13]=1)[CH2:18][CH3:19], predict the reactants needed to synthesize it. The reactants are: C([O:3][C:4]([C:6]1[O:7][C:8]2[CH:15]=[CH:14][CH:13]=[C:12]([O:16][CH2:17][CH2:18][CH3:19])[C:9]=2[C:10]=1[CH3:11])=[O:5])C.[Li+].[OH-]. (2) Given the product [Cl:22][C:17]1[CH:16]=[C:15]([C:14]2[C:10]([C:8]([OH:9])=[O:7])=[C:11]([N:23]3[C:24](=[O:33])[C:25]4[C:30](=[CH:29][CH:28]=[CH:27][CH:26]=4)[C:31]3=[O:32])[S:12][CH:13]=2)[CH:20]=[CH:19][C:18]=1[Cl:21], predict the reactants needed to synthesize it. The reactants are: [OH-].[Na+].CO.C([O:7][C:8]([C:10]1[C:14]([C:15]2[CH:20]=[CH:19][C:18]([Cl:21])=[C:17]([Cl:22])[CH:16]=2)=[CH:13][S:12][C:11]=1[N:23]1[C:31](=[O:32])[C:30]2[C:25](=[CH:26][CH:27]=[CH:28][CH:29]=2)[C:24]1=[O:33])=[O:9])C.Cl. (3) The reactants are: [O:1]1[C:5]([C:6]2[CH:11]=[CH:10][CH:9]=[CH:8][N:7]=2)=[CH:4][N:3]=[CH:2]1.[Li]CCCC.[C:17](O)(=[O:24])[CH2:18][CH2:19][CH2:20][CH2:21][CH2:22][CH3:23].C(Cl)(=O)C(Cl)=O. Given the product [N:7]1[CH:8]=[CH:9][CH:10]=[CH:11][C:6]=1[C:5]1[O:1][C:2]([C:17](=[O:24])[CH2:18][CH2:19][CH2:20][CH2:21][CH2:22][CH3:23])=[N:3][CH:4]=1, predict the reactants needed to synthesize it. (4) Given the product [CH2:36]([O:38][C:39](=[O:46])[CH2:40][CH2:41][CH2:42][CH2:43][CH2:44][O:28][C:25]1[CH:26]=[CH:27][C:22]([C:3]([CH2:4][CH3:5])([C:6]2[CH:11]=[CH:10][C:9](/[CH:12]=[CH:13]/[C:14]3([OH:20])[CH2:19][CH2:18][CH2:17][CH2:16][CH2:15]3)=[C:8]([CH3:21])[CH:7]=2)[CH2:1][CH3:2])=[CH:23][C:24]=1[CH3:29])[CH3:37], predict the reactants needed to synthesize it. The reactants are: [CH2:1]([C:3]([C:22]1[CH:27]=[CH:26][C:25]([OH:28])=[C:24]([CH3:29])[CH:23]=1)([C:6]1[CH:11]=[CH:10][C:9](/[CH:12]=[CH:13]/[C:14]2([OH:20])[CH2:19][CH2:18][CH2:17][CH2:16][CH2:15]2)=[C:8]([CH3:21])[CH:7]=1)[CH2:4][CH3:5])[CH3:2].C([O-])([O-])=O.[K+].[K+].[CH2:36]([O:38][C:39](=[O:46])[CH2:40][CH2:41][CH2:42][CH2:43][CH2:44]Br)[CH3:37].O. (5) Given the product [Si:9]([O:26][CH2:27][C:28]1[C:29]([N:44]2[CH2:45][C@H:46]([CH3:51])[O:47][C@H:48]([CH3:50])[CH2:49]2)=[C:30]([F:43])[C:31]([F:42])=[C:32]([C:34]([C:36]2[CH:37]=[CH:38][CH:39]=[CH:40][CH:41]=2)=[O:35])[CH:33]=1)([C:22]([CH3:24])([CH3:23])[CH3:25])([C:16]1[CH:21]=[CH:20][CH:19]=[CH:18][CH:17]=1)[C:10]1[CH:15]=[CH:14][CH:13]=[CH:12][CH:11]=1, predict the reactants needed to synthesize it. The reactants are: C[N+]1([O-])CCOCC1.[Si:9]([O:26][CH2:27][C:28]1[C:29]([N:44]2[CH2:49][C@H:48]([CH3:50])[O:47][C@H:46]([CH3:51])[CH2:45]2)=[C:30]([F:43])[C:31]([F:42])=[C:32]([CH:34]([C:36]2[CH:41]=[CH:40][CH:39]=[CH:38][CH:37]=2)[OH:35])[CH:33]=1)([C:22]([CH3:25])([CH3:24])[CH3:23])([C:16]1[CH:21]=[CH:20][CH:19]=[CH:18][CH:17]=1)[C:10]1[CH:15]=[CH:14][CH:13]=[CH:12][CH:11]=1. (6) Given the product [CH3:18][O:17][C:16]1[CH:15]=[CH:14][CH:13]=[C:12]([O:19][CH3:20])[C:11]=1[CH:2]1[N:1]([CH2:29][C:28]2[CH:31]=[CH:32][CH:33]=[C:26]([N:21]3[CH2:25][CH2:24][CH2:23][CH2:22]3)[CH:27]=2)[C:5](=[O:7])[CH:4]([CH3:10])[CH2:3]1, predict the reactants needed to synthesize it. The reactants are: [NH2:1][CH:2]([C:11]1[C:16]([O:17][CH3:18])=[CH:15][CH:14]=[CH:13][C:12]=1[O:19][CH3:20])[CH2:3][CH:4]([CH3:10])[C:5]([O:7]CC)=O.[N:21]1([C:26]2[CH:27]=[C:28]([CH:31]=[CH:32][CH:33]=2)[CH:29]=O)[CH2:25][CH2:24][CH2:23][CH2:22]1. (7) Given the product [Cl:1][C:2]1[N:3]=[C:4]([CH3:10])[N:5]=[C:6]([CH:8]2[CH2:9][CH:13]2[C:14]([O:16][CH2:17][CH3:18])=[O:15])[CH:7]=1, predict the reactants needed to synthesize it. The reactants are: [Cl:1][C:2]1[CH:7]=[C:6]([CH:8]=[CH2:9])[N:5]=[C:4]([CH3:10])[N:3]=1.[N+](=[CH:13][C:14]([O:16][CH2:17][CH3:18])=[O:15])=[N-].